The task is: Predict the reactants needed to synthesize the given product.. This data is from Full USPTO retrosynthesis dataset with 1.9M reactions from patents (1976-2016). (1) Given the product [CH3:1][O:2][CH2:3][CH2:4][O:5][C:6]1[C:7]([NH2:19])=[N:8][CH:9]=[C:10]([O:12][C:13]2[CH:14]=[N:15][CH:16]=[CH:17][CH:18]=2)[CH:11]=1, predict the reactants needed to synthesize it. The reactants are: [CH3:1][O:2][CH2:3][CH2:4][O:5][C:6]1[C:7]([N+:19]([O-])=O)=[N:8][CH:9]=[C:10]([O:12][C:13]2[CH:14]=[N:15][CH:16]=[CH:17][CH:18]=2)[CH:11]=1.C(O)(=O)C. (2) Given the product [CH2:11]([N:13]([CH2:17][CH3:18])[C:8](=[O:10])[CH2:7][C:1]1[CH:2]=[CH:3][CH:4]=[CH:5][CH:6]=1)[CH3:12], predict the reactants needed to synthesize it. The reactants are: [C:1]1([CH2:7][C:8]([OH:10])=O)[CH:6]=[CH:5][CH:4]=[CH:3][CH:2]=1.[CH2:11]([N:13]([CH2:17][CH3:18])C(Cl)=O)[CH3:12]. (3) Given the product [CH2:11]([O:13][C:14]([C:15]1[C:16]([OH:17])=[N:9][C:6]([S:7][CH3:8])=[N:5][C:3]=1[CH3:4])=[O:19])[CH3:12], predict the reactants needed to synthesize it. The reactants are: CN(C)[C:3](=[N:5][C:6](=[NH:9])[S:7][CH3:8])[CH3:4].[CH2:11]([O:13][C:14](=[O:19])[CH2:15][C:16](Cl)=[O:17])[CH3:12].C(N(CC)CC)C. (4) Given the product [CH2:25]([N:17]([CH:13]1[CH2:14][CH2:15][CH2:16][CH:11]([C:5]2[C:4]3[C:8](=[CH:9][CH:10]=[C:2]([NH:1][C:33]([C:29]4[S:28][CH:32]=[CH:31][CH:30]=4)=[NH:34])[CH:3]=3)[NH:7][CH:6]=2)[CH2:12]1)[C:18](=[O:24])[O:19][C:20]([CH3:21])([CH3:22])[CH3:23])[CH3:26], predict the reactants needed to synthesize it. The reactants are: [NH2:1][C:2]1[CH:3]=[C:4]2[C:8](=[CH:9][CH:10]=1)[NH:7][CH:6]=[C:5]2[CH:11]1[CH2:16][CH2:15][CH2:14][CH:13]([N:17]([CH2:25][CH3:26])[C:18](=[O:24])[O:19][C:20]([CH3:23])([CH3:22])[CH3:21])[CH2:12]1.I.[S:28]1[CH:32]=[CH:31][CH:30]=[C:29]1[C:33](SC)=[NH:34]. (5) Given the product [Br:6][C:7]1[CH:16]=[CH:15][C:14]([N+:17]([O-:19])=[O:18])=[C:13]2[C:8]=1[CH2:9][CH2:10][N:11]([CH3:20])[CH2:12]2, predict the reactants needed to synthesize it. The reactants are: C([BH3-])#N.[Na+].[I-].[Br:6][C:7]1[CH:16]=[CH:15][C:14]([N+:17]([O-:19])=[O:18])=[C:13]2[C:8]=1[CH:9]=[CH:10][N+:11]([CH3:20])=[CH:12]2. (6) Given the product [Cl:1][C:2]1[C:3]2[N:4]([C:12]([CH3:18])=[C:13]([C:15]([NH:48][S:45]([C:38]3[CH:39]=[C:40]([O:43][CH3:44])[CH:41]=[CH:42][C:37]=3[Cl:36])(=[O:47])=[O:46])=[O:17])[N:14]=2)[CH:5]=[C:6]([C:8]([F:9])([F:10])[F:11])[CH:7]=1, predict the reactants needed to synthesize it. The reactants are: [Cl:1][C:2]1[C:3]2[N:4]([C:12]([CH3:18])=[C:13]([C:15]([OH:17])=O)[N:14]=2)[CH:5]=[C:6]([C:8]([F:11])([F:10])[F:9])[CH:7]=1.Cl.CN(C)CCCN=C=NCC.C(O)(C)(C)C.[Cl:36][C:37]1[CH:42]=[CH:41][C:40]([O:43][CH3:44])=[CH:39][C:38]=1[S:45]([NH2:48])(=[O:47])=[O:46].